Dataset: NCI-60 drug combinations with 297,098 pairs across 59 cell lines. Task: Regression. Given two drug SMILES strings and cell line genomic features, predict the synergy score measuring deviation from expected non-interaction effect. (1) Drug 1: C1=NC2=C(N=C(N=C2N1C3C(C(C(O3)CO)O)O)F)N. Drug 2: CN(CCCl)CCCl.Cl. Cell line: RPMI-8226. Synergy scores: CSS=38.4, Synergy_ZIP=-2.01, Synergy_Bliss=-2.57, Synergy_Loewe=-7.91, Synergy_HSA=-0.977. (2) Cell line: NCI-H226. Drug 1: COC1=CC(=CC(=C1O)OC)C2C3C(COC3=O)C(C4=CC5=C(C=C24)OCO5)OC6C(C(C7C(O6)COC(O7)C8=CC=CS8)O)O. Drug 2: CCC(=C(C1=CC=CC=C1)C2=CC=C(C=C2)OCCN(C)C)C3=CC=CC=C3.C(C(=O)O)C(CC(=O)O)(C(=O)O)O. Synergy scores: CSS=17.3, Synergy_ZIP=-3.44, Synergy_Bliss=0.0807, Synergy_Loewe=-16.0, Synergy_HSA=-1.70.